This data is from Full USPTO retrosynthesis dataset with 1.9M reactions from patents (1976-2016). The task is: Predict the reactants needed to synthesize the given product. (1) Given the product [S:1]1[CH2:6][CH2:5][CH2:4][S:3][C:2]1=[C:17]1[CH2:22][CH2:21][CH:20]([C:23]([O:25][CH2:26][CH3:27])=[O:24])[CH2:19][CH2:18]1, predict the reactants needed to synthesize it. The reactants are: [S:1]1[CH2:6][CH2:5][CH2:4][S:3][CH:2]1[Si](C)(C)C.C([Li])(CC)C.O=[C:17]1[CH2:22][CH2:21][CH:20]([C:23]([O:25][CH2:26][CH3:27])=[O:24])[CH2:19][CH2:18]1.Cl. (2) The reactants are: [N:1]1[CH:6]=[CH:5][N:4]=[CH:3][C:2]=1[C:7](Cl)=[O:8].[NH2:10][CH:11]1[C:16](=[O:17])[N:15]2[CH:18]([CH2:26][C:27]3[CH:32]=[CH:31][C:30]([Cl:33])=[CH:29][CH:28]=3)[C:19](=[O:25])[N:20]([CH:22]([CH3:24])[CH3:23])[CH2:21][CH:14]2[N:13]([S:34]([C:37]2[CH:42]=[CH:41][C:40]([Cl:43])=[CH:39][C:38]=2[Cl:44])(=[O:36])=[O:35])[CH2:12]1. Given the product [Cl:33][C:30]1[CH:31]=[CH:32][C:27]([CH2:26][CH:18]2[N:15]3[C:16](=[O:17])[CH:11]([NH:10][C:7]([C:2]4[CH:3]=[N:4][CH:5]=[CH:6][N:1]=4)=[O:8])[CH2:12][N:13]([S:34]([C:37]4[CH:42]=[CH:41][C:40]([Cl:43])=[CH:39][C:38]=4[Cl:44])(=[O:36])=[O:35])[CH:14]3[CH2:21][N:20]([CH:22]([CH3:24])[CH3:23])[C:19]2=[O:25])=[CH:28][CH:29]=1, predict the reactants needed to synthesize it. (3) Given the product [F:24][CH:22]1[CH2:23][N:20]([C:18]([C:15]2[CH:16]=[CH:17][C:12]([NH:11][C:9]3[N:10]=[C:4]4[CH:3]=[C:2]([C:41]5[CH:40]=[CH:39][C:38]([NH:37][C:35](=[O:36])[C@@H:34]([C:31]6[CH:30]=[CH:29][C:28]([F:27])=[CH:33][CH:32]=6)[CH3:47])=[CH:43][CH:42]=5)[CH:7]=[CH:6][N:5]4[N:8]=3)=[C:13]([O:25][CH3:26])[CH:14]=2)=[O:19])[CH2:21]1, predict the reactants needed to synthesize it. The reactants are: Cl[C:2]1[CH:7]=[CH:6][N:5]2[N:8]=[C:9]([NH:11][C:12]3[CH:17]=[CH:16][C:15]([C:18]([N:20]4[CH2:23][CH:22]([F:24])[CH2:21]4)=[O:19])=[CH:14][C:13]=3[O:25][CH3:26])[N:10]=[C:4]2[CH:3]=1.[F:27][C:28]1[CH:33]=[CH:32][C:31]([C@@H:34]([CH3:47])[C:35]([NH:37][C:38]2[CH:43]=[CH:42][C:41](B(O)O)=[CH:40][CH:39]=2)=[O:36])=[CH:30][CH:29]=1.O.P([O-])([O-])([O-])=O.[K+].[K+].[K+].C1(P(C2CCCCC2)C2C=CC=CC=2C2C(OC)=CC=CC=2OC)CCCCC1. (4) Given the product [NH2:7][C@H:8]([CH2:19][C:20]1[CH:21]=[CH:22][C:23]([C:26]2[CH:31]=[CH:30][CH:29]=[CH:28][CH:27]=2)=[CH:24][CH:25]=1)[CH2:9][C@@H:10]([CH3:18])[C:11]([NH:13][S:14]([CH3:17])(=[O:16])=[O:15])=[O:12], predict the reactants needed to synthesize it. The reactants are: C(OC(=O)[NH:7][C@H:8]([CH2:19][C:20]1[CH:25]=[CH:24][C:23]([C:26]2[CH:31]=[CH:30][CH:29]=[CH:28][CH:27]=2)=[CH:22][CH:21]=1)[CH2:9][C@@H:10]([CH3:18])[C:11]([NH:13][S:14]([CH3:17])(=[O:16])=[O:15])=[O:12])(C)(C)C.C(O)(C(F)(F)F)=O. (5) Given the product [Br:1][C:2]1[N:3]=[C:4]2[CH:9]=[CH:10][N:8]([S:23]([C:20]3[CH:21]=[CH:22][C:17]([CH3:27])=[CH:18][CH:19]=3)(=[O:25])=[O:24])[C:5]2=[N:6][CH:7]=1, predict the reactants needed to synthesize it. The reactants are: [Br:1][C:2]1[N:3]=[C:4]([C:9]#[C:10][Si](C)(C)C)[C:5]([NH2:8])=[N:6][CH:7]=1.[H-].[Na+].[C:17]1([CH3:27])[CH:22]=[CH:21][C:20]([S:23](Cl)(=[O:25])=[O:24])=[CH:19][CH:18]=1. (6) Given the product [Cl:1][C:2]1[CH:7]=[CH:6][C:5]([O:8][C:9]([F:12])([F:11])[F:10])=[C:4]2[C:3]=1[CH:17]=[CH:18][NH:13]2, predict the reactants needed to synthesize it. The reactants are: [Cl:1][C:2]1[CH:7]=[CH:6][C:5]([O:8][C:9]([F:12])([F:11])[F:10])=[C:4]([N+:13]([O-])=O)[CH:3]=1.Cl[C:17]1C=CC(OC(F)(F)F)=C[C:18]=1[N+]([O-])=O.C([Mg]Br)=C.[NH4+].[Cl-]. (7) Given the product [F:1][C:2]1[CH:7]=[CH:6][CH:5]=[CH:4][C:3]=1[N:8]1[C:16]2[C:11](=[C:12]([N:17]3[CH2:21][CH2:20][N:19]([C:32]4[CH:33]=[N:34][CH:35]=[CH:36][CH:37]=4)[C:18]3=[O:22])[CH:13]=[CH:14][CH:15]=2)[CH:10]=[N:9]1, predict the reactants needed to synthesize it. The reactants are: [F:1][C:2]1[CH:7]=[CH:6][CH:5]=[CH:4][C:3]=1[N:8]1[C:16]2[C:11](=[C:12]([N:17]3[CH2:21][CH2:20][NH:19][C:18]3=[O:22])[CH:13]=[CH:14][CH:15]=2)[CH:10]=[N:9]1.[O-]P([O-])([O-])=O.[K+].[K+].[K+].Br[C:32]1[CH:33]=[N:34][CH:35]=[CH:36][CH:37]=1.CN[C@@H]1CCCC[C@H]1NC.